This data is from Full USPTO retrosynthesis dataset with 1.9M reactions from patents (1976-2016). The task is: Predict the reactants needed to synthesize the given product. Given the product [N+:15]([C:10]1[CH:11]=[CH:12][CH:13]=[CH:14][C:9]=1[NH:26][CH:19]([C:20]1[CH:25]=[CH:24][CH:23]=[CH:22][CH:21]=1)[CH3:18])([O-:17])=[O:16], predict the reactants needed to synthesize it. The reactants are: C(N(CC)CC)C.F[C:9]1[CH:14]=[CH:13][CH:12]=[CH:11][C:10]=1[N+:15]([O-:17])=[O:16].[CH3:18][CH:19]([NH2:26])[C:20]1[CH:25]=[CH:24][CH:23]=[CH:22][CH:21]=1.